From a dataset of Forward reaction prediction with 1.9M reactions from USPTO patents (1976-2016). Predict the product of the given reaction. (1) Given the reactants [C:1]([OH:8])(=[O:7])/[CH:2]=[CH:3]/[C:4]([OH:6])=[O:5].[NH:9]1[CH2:13][CH2:12][CH:11]([S:14][C@@H:15]2[CH2:32][CH2:31][C@@:30]3([CH3:33])[CH:17]([C:18](=O)[CH2:19][C@@H:20]4[C@@H:29]3[CH2:28][CH2:27][C@@:25]3([CH3:26])[C@H:21]4[CH2:22][CH2:23][C:24]3=[O:34])[CH2:16]2)[CH2:10]1.Cl.[NH2:37][OH:38], predict the reaction product. The product is: [C:1]([OH:8])(=[O:7])/[CH:2]=[CH:3]/[C:4]([OH:6])=[O:5].[NH:9]1[CH2:13][CH2:12][CH:11]([S:14][C@@H:15]2[CH2:32][CH2:31][C@@:30]3([CH3:33])[CH:17](/[C:18](=[N:37]/[OH:38])/[CH2:19][C@@H:20]4[C@@H:29]3[CH2:28][CH2:27][C@@:25]3([CH3:26])[C@H:21]4[CH2:22][CH2:23][C:24]3=[O:34])[CH2:16]2)[CH2:10]1. (2) Given the reactants [F:1][C:2]1[CH:3]=[N:4][CH:5]=[CH:6][C:7]=1[CH:8]([C:15]([C:17]1[CH:26]=[CH:25][C:24]2[C:19](=[CH:20][CH:21]=[CH:22][CH:23]=2)[CH:18]=1)=O)[CH2:9][C:10](OCC)=O.[OH2:27].[NH2:28][NH2:29].O, predict the reaction product. The product is: [CH:18]1[C:19]2[C:24](=[CH:23][CH:22]=[CH:21][CH:20]=2)[CH:25]=[CH:26][C:17]=1[C:15]1[CH:8]([C:7]2[CH:6]=[CH:5][N:4]=[CH:3][C:2]=2[F:1])[CH2:9][C:10](=[O:27])[NH:28][N:29]=1. (3) Given the reactants Cl[CH2:2][CH2:3][CH2:4][N:5]1[C:10]2[CH:11]=[C:12]([F:15])[CH:13]=[CH:14][C:9]=2[O:8][CH2:7][C:6]1=[O:16].[CH:17]1([CH2:20][O:21][CH:22]2[CH2:27][CH2:26][NH:25][CH2:24][CH2:23]2)[CH2:19][CH2:18]1.[Na+].[I-].C([O-])([O-])=O.[K+].[K+], predict the reaction product. The product is: [CH:17]1([CH2:20][O:21][CH:22]2[CH2:27][CH2:26][N:25]([CH2:2][CH2:3][CH2:4][N:5]3[C:10]4[CH:11]=[C:12]([F:15])[CH:13]=[CH:14][C:9]=4[O:8][CH2:7][C:6]3=[O:16])[CH2:24][CH2:23]2)[CH2:18][CH2:19]1. (4) The product is: [C:23]1(=[CH:21][CH2:22][C:8]2[C:6]([C:5]([CH3:9])=[C:4]([CH3:10])[C:3](=[O:11])[C:2]=2[CH3:1])=[O:7])[CH2:26][CH2:25][CH2:24]1. Given the reactants [CH3:1][C:2]1[C:3]([OH:11])=[C:4]([CH3:10])[C:5]([CH3:9])=[C:6]([CH:8]=1)[OH:7].B(F)(F)F.CCOCC.[CH:21]([C:23]1(O)[CH2:26][CH2:25][CH2:24]1)=[CH2:22], predict the reaction product.